Dataset: Catalyst prediction with 721,799 reactions and 888 catalyst types from USPTO. Task: Predict which catalyst facilitates the given reaction. Reactant: [Br:1][C:2]1[CH:8]=[CH:7][CH:6]=[CH:5][C:3]=1[NH2:4].C(N(CC)CC)C.[Cl:16][CH2:17][C:18](Cl)=[O:19]. Product: [Br:1][C:2]1[CH:8]=[CH:7][CH:6]=[CH:5][C:3]=1[NH:4][C:18](=[O:19])[CH2:17][Cl:16]. The catalyst class is: 3.